From a dataset of Forward reaction prediction with 1.9M reactions from USPTO patents (1976-2016). Predict the product of the given reaction. (1) The product is: [CH:26]([C:12]1[C:11]([CH2:10][CH2:9][C:8]([C:5]2[CH:6]=[CH:7][C:2]([O:1][C:38]([CH3:45])([CH3:44])[C:39]([O:41][CH2:42][CH3:43])=[O:40])=[C:3]([CH3:30])[CH:4]=2)=[O:29])=[CH:15][N:14]([C:16]2[CH:21]=[CH:20][C:19]([C:22]([F:25])([F:24])[F:23])=[CH:18][CH:17]=2)[N:13]=1)([CH3:27])[CH3:28]. Given the reactants [OH:1][C:2]1[CH:7]=[CH:6][C:5]([C:8](=[O:29])[CH2:9][CH2:10][C:11]2[C:12]([CH:26]([CH3:28])[CH3:27])=[N:13][N:14]([C:16]3[CH:21]=[CH:20][C:19]([C:22]([F:25])([F:24])[F:23])=[CH:18][CH:17]=3)[CH:15]=2)=[CH:4][C:3]=1[CH3:30].C(=O)([O-])[O-].[K+].[K+].Br[C:38]([CH3:45])([CH3:44])[C:39]([O:41][CH2:42][CH3:43])=[O:40].[Cl-].[NH4+], predict the reaction product. (2) Given the reactants [Cl:1][C:2]1[N:7]=[C:6]([CH2:8][CH2:9][NH:10][CH2:11][C:12]2[CH:17]=[CH:16][C:15]([O:18][CH3:19])=[CH:14][CH:13]=2)[C:5]2[C:20](I)=[N:21][N:22]([C:23]([C:36]3[CH:41]=[CH:40][CH:39]=[CH:38][CH:37]=3)([C:30]3[CH:35]=[CH:34][CH:33]=[CH:32][CH:31]=3)[C:24]3[CH:29]=[CH:28][CH:27]=[CH:26][CH:25]=3)[C:4]=2[CH:3]=1.CC([O-])(C)C.[Na+].C1COCC1, predict the reaction product. The product is: [Cl:1][C:2]1[CH:3]=[C:4]2[N:22]([C:23]([C:36]3[CH:41]=[CH:40][CH:39]=[CH:38][CH:37]=3)([C:24]3[CH:29]=[CH:28][CH:27]=[CH:26][CH:25]=3)[C:30]3[CH:35]=[CH:34][CH:33]=[CH:32][CH:31]=3)[N:21]=[C:20]3[C:5]2=[C:6]([CH2:8][CH2:9][N:10]3[CH2:11][C:12]2[CH:13]=[CH:14][C:15]([O:18][CH3:19])=[CH:16][CH:17]=2)[N:7]=1. (3) Given the reactants [CH2:1]([O:3][C:4]([C:6]1[CH2:7][CH2:8][NH:9][C:10](=[O:13])[C:11]=1[OH:12])=[O:5])[CH3:2], predict the reaction product. The product is: [CH2:1]([O:3][C:4]([C:6]1[CH:7]=[CH:8][NH:9][C:10](=[O:13])[C:11]=1[OH:12])=[O:5])[CH3:2].